Predict the reaction yield, written as a fraction of the theoretical maximum amount of product (1.0 means a 100% yield; for example, 0.34 means a 34% yield). From a dataset of Reaction yield outcomes from USPTO patents with 853,638 reactions. (1) The reactants are Br[C:2]1[CH:7]=[CH:6][C:5]([Br:8])=[CH:4][CH:3]=1.II.[Mg].[C:12]([C:14]1[C:19]([OH:20])=[CH:18][CH:17]=[CH:16][N:15]=1)#N.S(=O)(=O)(O)[OH:22].[OH-].[Na+]. The catalyst is C1COCC1. The product is [Br:8][C:5]1[CH:6]=[CH:7][C:2]([C:12]([C:14]2[C:19]([OH:20])=[CH:18][CH:17]=[CH:16][N:15]=2)=[O:22])=[CH:3][CH:4]=1. The yield is 0.350. (2) The reactants are [F:1][C:2]1[CH:3]=[C:4]([NH:9][C:10]2[C:15]([F:16])=[CH:14][CH:13]=[CH:12][N:11]=2)[C:5]([NH2:8])=[CH:6][CH:7]=1.[C:17]([O:21][C:22]([NH:24][C@@H:25]([CH3:29])[C:26](O)=O)=[O:23])([CH3:20])([CH3:19])[CH3:18].C1C=NC2N(O)N=NC=2C=1.CCN=C=NCCCN(C)C.Cl. The catalyst is C(Cl)Cl. The product is [C:17]([O:21][C:22](=[O:23])[NH:24][CH:25]([C:26]1[N:9]([C:10]2[C:15]([F:16])=[CH:14][CH:13]=[CH:12][N:11]=2)[C:4]2[CH:3]=[C:2]([F:1])[CH:7]=[CH:6][C:5]=2[N:8]=1)[CH3:29])([CH3:20])([CH3:19])[CH3:18]. The yield is 0.610.